From a dataset of Full USPTO retrosynthesis dataset with 1.9M reactions from patents (1976-2016). Predict the reactants needed to synthesize the given product. (1) Given the product [OH:4][CH2:3][C@H:2]([NH:1][C:13](=[O:14])[C@@H:12]([CH3:11])[CH2:16][CH:17]=[CH2:18])[C:5]1[CH:10]=[CH:9][CH:8]=[CH:7][CH:6]=1, predict the reactants needed to synthesize it. The reactants are: [NH2:1][C@H:2]([C:5]1[CH:10]=[CH:9][CH:8]=[CH:7][CH:6]=1)[CH2:3][OH:4].[CH3:11][C@@H:12]([CH2:16][CH:17]=[CH2:18])[C:13](O)=[O:14].CCOC(C)=O.CCCCCC. (2) Given the product [CH:24]1([NH:27][CH2:28][C@@H:29]2[C@H:33]([F:34])[CH2:32][N:31]([C:11]3[C:10]([F:13])=[C:9]4[C:4]([C:5](=[O:23])[C:6]([C:18]([OH:20])=[O:19])=[CH:7][N:8]4[C:14]([CH3:15])([CH3:16])[CH3:17])=[CH:3][C:2]=3[F:1])[CH2:30]2)[CH2:26][CH2:25]1, predict the reactants needed to synthesize it. The reactants are: [F:1][C:2]1[CH:3]=[C:4]2[C:9](=[C:10]([F:13])[C:11]=1F)[N:8]([C:14]([CH3:17])([CH3:16])[CH3:15])[CH:7]=[C:6]([C:18]([O:20]CC)=[O:19])[C:5]2=[O:23].[CH:24]1([NH:27][CH2:28][C@@H:29]2[C@H:33]([F:34])[CH2:32][NH:31][CH2:30]2)[CH2:26][CH2:25]1. (3) Given the product [O:12]1[C:16]2[CH:17]=[CH:18][C:19]([CH2:21][NH:4][C:3]3[CH:5]=[CH:6][CH:7]=[C:8]([N+:9]([O-:11])=[O:10])[C:2]=3[CH3:1])=[CH:20][C:15]=2[O:14][CH2:13]1, predict the reactants needed to synthesize it. The reactants are: [CH3:1][C:2]1[C:8]([N+:9]([O-:11])=[O:10])=[CH:7][CH:6]=[CH:5][C:3]=1[NH2:4].[O:12]1[C:16]2[CH:17]=[CH:18][C:19]([CH:21]=O)=[CH:20][C:15]=2[O:14][CH2:13]1. (4) Given the product [Cl:1][C:2]1[CH:3]=[N:4][C:5]2[N:6]([N:8]=[C:9]([C:11]([N:26]3[CH2:25][CH2:24][N:23]4[C:19]([C:18]5[NH:17][N:16]=[N:15][N:14]=5)=[CH:20][CH:21]=[C:22]4[CH2:27]3)=[O:13])[CH:10]=2)[CH:7]=1, predict the reactants needed to synthesize it. The reactants are: [Cl:1][C:2]1[CH:3]=[N:4][C:5]2[N:6]([N:8]=[C:9]([C:11]([OH:13])=O)[CH:10]=2)[CH:7]=1.[NH:14]1[C:18]([C:19]2[N:23]3[CH2:24][CH2:25][NH:26][CH2:27][C:22]3=[CH:21][CH:20]=2)=[N:17][N:16]=[N:15]1. (5) Given the product [CH:14]([NH:17][C:2]1[CH:7]=[CH:6][C:5]([N+:8]([O-:10])=[O:9])=[CH:4][C:3]=1[N+:11]([O-:13])=[O:12])([CH3:16])[CH3:15], predict the reactants needed to synthesize it. The reactants are: Cl[C:2]1[CH:7]=[CH:6][C:5]([N+:8]([O-:10])=[O:9])=[CH:4][C:3]=1[N+:11]([O-:13])=[O:12].[CH:14]([NH2:17])([CH3:16])[CH3:15].C(=O)([O-])O.[Na+]. (6) Given the product [CH3:1][N:2]1[CH:15]([CH3:16])[CH2:14][C:5]2[N:6]([CH2:28][CH2:27][C:24]3[CH:23]=[N:22][C:21]([C:20]([F:30])([F:19])[F:29])=[CH:26][CH:25]=3)[C:7]3[CH:8]=[CH:9][C:10]([CH3:13])=[CH:11][C:12]=3[C:4]=2[CH2:3]1, predict the reactants needed to synthesize it. The reactants are: [CH3:1][N:2]1[CH:15]([CH3:16])[CH2:14][C:5]2[NH:6][C:7]3[CH:8]=[CH:9][C:10]([CH3:13])=[CH:11][C:12]=3[C:4]=2[CH2:3]1.[OH-].[K+].[F:19][C:20]([F:30])([F:29])[C:21]1[CH:26]=[CH:25][C:24]([CH:27]=[CH2:28])=[CH:23][N:22]=1.O.